From a dataset of Tyrosyl-DNA phosphodiesterase HTS with 341,365 compounds. Binary Classification. Given a drug SMILES string, predict its activity (active/inactive) in a high-throughput screening assay against a specified biological target. The result is 0 (inactive). The drug is S=C1NC(c2ccccc2)C=C(N1)C.